Dataset: Forward reaction prediction with 1.9M reactions from USPTO patents (1976-2016). Task: Predict the product of the given reaction. (1) Given the reactants [CH2:1]([C:8]1[CH:13]=[CH:12][C:11]([C:14]2[O:18][N:17]=[C:16]([C:19]3[CH:20]=[C:21]([CH2:24]O)[S:22][CH:23]=3)[N:15]=2)=[CH:10][CH:9]=1)[C:2]1[CH:7]=[CH:6][CH:5]=[CH:4][CH:3]=1.C(Br)(Br)(Br)Br.C1(P(C2C=CC=CC=2)C2C=CC=CC=2)C=CC=CC=1.Cl.[NH:51]1[CH2:54][CH:53]([C:55]([O:57][CH2:58][CH3:59])=[O:56])[CH2:52]1.C(N(CC)C(C)C)(C)C, predict the reaction product. The product is: [CH2:1]([C:8]1[CH:13]=[CH:12][C:11]([C:14]2[O:18][N:17]=[C:16]([C:19]3[CH:20]=[C:21]([CH2:24][N:51]4[CH2:54][CH:53]([C:55]([O:57][CH2:58][CH3:59])=[O:56])[CH2:52]4)[S:22][CH:23]=3)[N:15]=2)=[CH:10][CH:9]=1)[C:2]1[CH:3]=[CH:4][CH:5]=[CH:6][CH:7]=1. (2) Given the reactants [F:1][C:2]1[CH:3]=[CH:4][C:5]([O:20][C@@H:21]2[CH2:25][CH2:24][O:23][CH2:22]2)=[C:6]([CH:8]2[CH2:12][CH2:11][CH2:10][N:9]2[C:13]2[CH:14]=[CH:15][C:16]([NH2:19])=[N:17][CH:18]=2)[CH:7]=1.[CH3:26]N(C(OC)OC)C.[CH2:34]([O:36][C:37](=[O:40])[CH2:38]Br)[CH3:35].CO, predict the reaction product. The product is: [CH2:34]([O:36][C:37]([C:38]1[N:17]2[CH:18]=[C:13]([N:9]3[CH2:10][CH2:11][CH2:12][CH:8]3[C:6]3[CH:7]=[C:2]([F:1])[CH:3]=[CH:4][C:5]=3[O:20][C@@H:21]3[CH2:25][CH2:24][O:23][CH2:22]3)[CH:14]=[CH:15][C:16]2=[N:19][CH:26]=1)=[O:40])[CH3:35]. (3) The product is: [Cl:12][C:2]1[C:7]([I:8])=[C:6]([CH3:9])[N:5]=[CH:4][N:3]=1. Given the reactants O[C:2]1[C:7]([I:8])=[C:6]([CH3:9])[N:5]=[CH:4][N:3]=1.O=P(Cl)(Cl)[Cl:12], predict the reaction product. (4) Given the reactants [CH2:1]1C2[C:5](=[CH:6][CH:7]=[CH:8]C=2)[CH:4]=[CH:3][CH2:2]1.[Br:11]N1C(=O)CCC1=O.CC[O:21][CH2:22][CH3:23], predict the reaction product. The product is: [Br:11][C@@H:1]1[CH2:2][CH2:3][C:4]2[C:23](=[CH:8][CH:7]=[CH:6][CH:5]=2)[C@H:22]1[OH:21].